Dataset: Forward reaction prediction with 1.9M reactions from USPTO patents (1976-2016). Task: Predict the product of the given reaction. (1) The product is: [CH2:10]([C:6]1[N:7]=[C:2]([Cl:1])[N:3]=[C:4]([Cl:9])[CH:5]=1)[C:11]1[CH:16]=[CH:15][CH:14]=[CH:13][CH:12]=1. Given the reactants [Cl:1][C:2]1[N:7]=[C:6](Cl)[CH:5]=[C:4]([Cl:9])[N:3]=1.[CH2:10]([Mg]Cl)[C:11]1[CH:16]=[CH:15][CH:14]=[CH:13][CH:12]=1.C(OCC)C, predict the reaction product. (2) Given the reactants [CH2:1]([O:8][C:9]1[CH:18]=[C:17]2[C:12]([C:13](=[O:19])[CH:14]=[CH:15][NH:16]2)=[CH:11][C:10]=1[O:20][CH3:21])[C:2]1[CH:7]=[CH:6][CH:5]=[CH:4][CH:3]=1.[Br:22]Br, predict the reaction product. The product is: [CH2:1]([O:8][C:9]1[CH:18]=[C:17]2[C:12]([C:13](=[O:19])[C:14]([Br:22])=[CH:15][NH:16]2)=[CH:11][C:10]=1[O:20][CH3:21])[C:2]1[CH:7]=[CH:6][CH:5]=[CH:4][CH:3]=1. (3) The product is: [CH3:3][C:4]([Si:7]([CH3:36])([CH3:37])[O:8][CH2:9][C@@H:10]([N:20]1[C:29](=[O:30])[CH2:28][NH:27][C:26]2[CH:25]=[CH:24][C:23]([O:34][CH3:35])=[N:22][C:21]1=2)[CH2:11][O:12][CH2:13][C:14]1[CH:19]=[CH:18][CH:17]=[CH:16][CH:15]=1)([CH3:6])[CH3:5]. Given the reactants [H-].[Na+].[CH3:3][C:4]([Si:7]([CH3:37])([CH3:36])[O:8][CH2:9][C@@H:10]([NH:20][C:21]1[C:26]([NH:27][CH2:28][C:29](OCC)=[O:30])=[CH:25][CH:24]=[C:23]([O:34][CH3:35])[N:22]=1)[CH2:11][O:12][CH2:13][C:14]1[CH:19]=[CH:18][CH:17]=[CH:16][CH:15]=1)([CH3:6])[CH3:5], predict the reaction product.